Dataset: Forward reaction prediction with 1.9M reactions from USPTO patents (1976-2016). Task: Predict the product of the given reaction. (1) Given the reactants [Br:1]CC1C=C(C2OC=CC=2)N(C)N=1.O[CH2:15][C:16]1[CH:20]=[C:19]([C:21]2[S:22][CH:23]=[CH:24][CH:25]=2)[N:18]([CH2:26][C:27]2[CH:32]=[CH:31][C:30]([O:33][CH3:34])=[CH:29][CH:28]=2)[N:17]=1, predict the reaction product. The product is: [Br:1][CH2:15][C:16]1[CH:20]=[C:19]([C:21]2[S:22][CH:23]=[CH:24][CH:25]=2)[N:18]([CH2:26][C:27]2[CH:32]=[CH:31][C:30]([O:33][CH3:34])=[CH:29][CH:28]=2)[N:17]=1. (2) Given the reactants [C:1]12([C:7]([OH:9])=O)[CH2:6][CH:5]1[CH2:4][CH2:3][CH2:2]2.[N:10]1(C([N:10]2[CH:14]=[CH:13][N:12]=[CH:11]2)=O)[CH:14]=[CH:13][N:12]=[CH:11]1, predict the reaction product. The product is: [C:1]12([C:7]([N:10]3[CH:14]=[CH:13][N:12]=[CH:11]3)=[O:9])[CH2:6][CH:5]1[CH2:4][CH2:3][CH2:2]2. (3) Given the reactants [CH2:1]([O:3][C:4]([C@@:6]1([NH:11]C(OC(C)(C)C)=O)[CH2:8][C@H:7]1[CH:9]=[CH2:10])=[O:5])[CH3:2].[ClH:19].O1CCOCC1, predict the reaction product. The product is: [ClH:19].[CH2:1]([O:3][C:4]([C@@:6]1([NH2:11])[CH2:8][C@H:7]1[CH:9]=[CH2:10])=[O:5])[CH3:2]. (4) Given the reactants [F:1][C:2]1[CH:8]=[CH:7][CH:6]=[CH:5][C:3]=1[NH2:4].[Cl:9][CH2:10][CH2:11][C:12](Cl)=[O:13], predict the reaction product. The product is: [Cl:9][CH2:10][CH2:11][C:12]([NH:4][C:3]1[CH:5]=[CH:6][CH:7]=[CH:8][C:2]=1[F:1])=[O:13].